This data is from Catalyst prediction with 721,799 reactions and 888 catalyst types from USPTO. The task is: Predict which catalyst facilitates the given reaction. Reactant: C[O:2][C:3](=[O:26])[C@H:4]([CH2:19][CH:20]1[CH2:25][CH2:24][CH2:23][CH2:22][CH2:21]1)[CH2:5][C:6]([NH:8][CH2:9][CH2:10][NH:11][C:12]1[CH:17]=[CH:16][C:15]([F:18])=[CH:14][CH:13]=1)=[O:7].[OH-].[Li+]. Product: [CH:20]1([CH2:19][C@H:4]([CH2:5][C:6]([NH:8][CH2:9][CH2:10][NH:11][C:12]2[CH:17]=[CH:16][C:15]([F:18])=[CH:14][CH:13]=2)=[O:7])[C:3]([OH:26])=[O:2])[CH2:25][CH2:24][CH2:23][CH2:22][CH2:21]1. The catalyst class is: 24.